From a dataset of Full USPTO retrosynthesis dataset with 1.9M reactions from patents (1976-2016). Predict the reactants needed to synthesize the given product. Given the product [Br:11][CH2:1][C:2]1[CH:7]=[C:6]([N+:8]([O-:10])=[O:9])[CH:5]=[CH:4][N:3]=1, predict the reactants needed to synthesize it. The reactants are: [CH3:1][C:2]1[CH:7]=[C:6]([N+:8]([O-:10])=[O:9])[CH:5]=[CH:4][N:3]=1.[Br:11]N1C(=O)CCC1=O.C(OOC(=O)C1C=CC=CC=1)(=O)C1C=CC=CC=1.